From a dataset of Full USPTO retrosynthesis dataset with 1.9M reactions from patents (1976-2016). Predict the reactants needed to synthesize the given product. (1) The reactants are: [C:1]([NH:4][C:5]1[CH:6]=[C:7]2[C:18]3[CH:17]=[CH:16][C:15]([O:19][CH2:20][C@@H:21]([NH:26]C(=O)OC(C)(C)C)[CH2:22][CH:23]([CH3:25])[CH3:24])=[C:14]([O:34][CH3:35])[C:13]=3[O:12][CH2:11][C:8]2=[CH:9][N:10]=1)(=[O:3])[CH3:2].[C:36]([OH:42])([C:38](F)(F)F)=[O:37]. Given the product [C:36]([O-:42])(=[O:37])[CH3:38].[NH4+:4].[NH2:26][C@@H:21]([CH2:22][CH:23]([CH3:25])[CH3:24])[CH2:20][O:19][C:15]1[CH:16]=[CH:17][C:18]2[C:7]3[C:8](=[CH:9][N:10]=[C:5]([NH:4][C:1](=[O:3])[CH3:2])[CH:6]=3)[CH2:11][O:12][C:13]=2[C:14]=1[O:34][CH3:35], predict the reactants needed to synthesize it. (2) Given the product [CH2:1]([O:3][C:4](=[O:22])[C@@H:5]([O:21][CH2:25][CH:24]=[CH2:23])[CH2:6][C:7]1[CH:12]=[CH:11][C:10]([O:13][CH2:14][C:15]2[CH:16]=[CH:17][CH:18]=[CH:19][CH:20]=2)=[CH:9][CH:8]=1)[CH3:2], predict the reactants needed to synthesize it. The reactants are: [CH2:1]([O:3][C:4](=[O:22])[C@@H:5]([OH:21])[CH2:6][C:7]1[CH:12]=[CH:11][C:10]([O:13][CH2:14][C:15]2[CH:20]=[CH:19][CH:18]=[CH:17][CH:16]=2)=[CH:9][CH:8]=1)[CH3:2].[CH2:23](Br)[CH:24]=[CH2:25]. (3) Given the product [Cl:26][C:27]1[CH:35]=[CH:34][CH:33]=[CH:32][C:28]=1[C:29]([NH:23][C:22]1[CH:21]=[CH:20][C:19]([C:16]2[S:15][C:14]([CH:11]3[CH2:12][CH2:13][CH:8]([CH2:7][C:5]4[O:4][N:3]=[C:2]([CH3:1])[N:6]=4)[CH2:9][CH2:10]3)=[N:18][CH:17]=2)=[CH:25][CH:24]=1)=[O:30], predict the reactants needed to synthesize it. The reactants are: [CH3:1][C:2]1[N:6]=[C:5]([CH2:7][CH:8]2[CH2:13][CH2:12][CH:11]([C:14]3[S:15][C:16]([C:19]4[CH:25]=[CH:24][C:22]([NH2:23])=[CH:21][CH:20]=4)=[CH:17][N:18]=3)[CH2:10][CH2:9]2)[O:4][N:3]=1.[Cl:26][C:27]1[CH:35]=[CH:34][CH:33]=[CH:32][C:28]=1[C:29](Cl)=[O:30]. (4) Given the product [C:38]([S:40][CH:17]1[CH2:16][CH2:15][N:14]([C:19]([C:26]2[CH:31]=[CH:30][CH:29]=[CH:28][CH:27]=2)([C:32]2[CH:37]=[CH:36][CH:35]=[CH:34][CH:33]=2)[C:20]2[CH:21]=[CH:22][CH:23]=[CH:24][CH:25]=2)[CH2:13]/[C:12]/1=[CH:11]\[C:8]1[N:9]=[N:10][N:6]([CH2:5][C:3]([O:2][CH3:1])=[O:4])[N:7]=1)(=[O:41])[CH3:39], predict the reactants needed to synthesize it. The reactants are: [CH3:1][O:2][C:3]([CH2:5][N:6]1[N:10]=[N:9][C:8](/[CH:11]=[C:12]2\[CH2:13][N:14]([C:19]([C:32]3[CH:37]=[CH:36][CH:35]=[CH:34][CH:33]=3)([C:26]3[CH:31]=[CH:30][CH:29]=[CH:28][CH:27]=3)[C:20]3[CH:25]=[CH:24][CH:23]=[CH:22][CH:21]=3)[CH2:15][CH2:16][CH:17]\2O)=[N:7]1)=[O:4].[C:38]([OH:41])(=[S:40])[CH3:39].C(OC(OCC(C)(C)C)N(C)C)C(C)(C)C. (5) Given the product [N:1]1([C:6]2[CH:13]=[CH:12][C:9]([C:10]([N:26]3[CH2:27][CH2:28][CH2:29][CH:24]([C:22]([NH:21][C:18]4[CH:17]=[CH:16][C:15]([Cl:14])=[CH:20][CH:19]=4)=[O:23])[CH2:25]3)=[O:11])=[CH:8][CH:7]=2)[CH:5]=[CH:4][CH:3]=[CH:2]1, predict the reactants needed to synthesize it. The reactants are: [N:1]1([C:6]2[CH:13]=[CH:12][C:9]([CH:10]=[O:11])=[CH:8][CH:7]=2)[CH:5]=[CH:4][CH:3]=[CH:2]1.[Cl:14][C:15]1[CH:20]=[CH:19][C:18]([NH:21][C:22]([CH:24]2[CH2:29][CH2:28][CH2:27][NH:26][CH2:25]2)=[O:23])=[CH:17][CH:16]=1.C(OO)(C)(C)C. (6) Given the product [CH3:20][C:4]1[C:5]2([CH2:8][CH2:7][CH2:6]2)[O:9][C:10]2[C:15](=[C:14]([CH3:16])[C:13]([OH:17])=[C:12]([CH3:18])[C:11]=2[CH3:19])[CH:3]=1, predict the reactants needed to synthesize it. The reactants are: CO[CH:3]1[C:15]2[C:10](=[C:11]([CH3:19])[C:12]([CH3:18])=[C:13]([OH:17])[C:14]=2[CH3:16])[O:9][C:5]2([CH2:8][CH2:7][CH2:6]2)[CH:4]1[CH3:20].